This data is from Forward reaction prediction with 1.9M reactions from USPTO patents (1976-2016). The task is: Predict the product of the given reaction. Given the reactants [OH:1][C@@H:2]1[CH2:7][CH2:6][CH2:5][C@H:4]([O:8][CH2:9][C:10]2[CH:19]=[CH:18][CH:17]=[C:16]([CH3:20])[C:11]=2[C:12]([O:14][CH3:15])=[O:13])[CH2:3]1, predict the reaction product. The product is: [OH:1][C@H:2]1[CH2:7][CH2:6][CH2:5][C@@H:4]([O:8][CH2:9][C:10]2[CH:19]=[CH:18][CH:17]=[C:16]([CH3:20])[C:11]=2[C:12]([O:14][CH3:15])=[O:13])[CH2:3]1.